The task is: Regression. Given two drug SMILES strings and cell line genomic features, predict the synergy score measuring deviation from expected non-interaction effect.. This data is from NCI-60 drug combinations with 297,098 pairs across 59 cell lines. Drug 1: C1=NC2=C(N1)C(=S)N=C(N2)N. Drug 2: C1CN1P(=S)(N2CC2)N3CC3. Cell line: SK-OV-3. Synergy scores: CSS=40.6, Synergy_ZIP=-5.23, Synergy_Bliss=-3.27, Synergy_Loewe=-11.1, Synergy_HSA=-1.88.